Dataset: Peptide-MHC class II binding affinity with 134,281 pairs from IEDB. Task: Regression. Given a peptide amino acid sequence and an MHC pseudo amino acid sequence, predict their binding affinity value. This is MHC class II binding data. (1) The peptide sequence is VADDLTAAINKGILV. The MHC is HLA-DQA10102-DQB10501 with pseudo-sequence HLA-DQA10102-DQB10501. The binding affinity (normalized) is 0.309. (2) The peptide sequence is DINVGFKAAVAAAAG. The MHC is DRB1_0301 with pseudo-sequence DRB1_0301. The binding affinity (normalized) is 0.170. (3) The peptide sequence is AFQFYFELLLFDYPT. The MHC is DRB1_0405 with pseudo-sequence DRB1_0405. The binding affinity (normalized) is 0.172. (4) The peptide sequence is SQVLELSWNLNGLQAY. The MHC is DRB1_1302 with pseudo-sequence DRB1_1302. The binding affinity (normalized) is 0.592. (5) The peptide sequence is LAECARRRLRTLVLA. The MHC is HLA-DQA10102-DQB10501 with pseudo-sequence HLA-DQA10102-DQB10501. The binding affinity (normalized) is 0.661. (6) The MHC is DRB1_0301 with pseudo-sequence DRB1_0301. The binding affinity (normalized) is 0. The peptide sequence is TGHITWTPPAIFKS. (7) The peptide sequence is QVPSASMGRDIKVQF. The MHC is HLA-DQA10501-DQB10201 with pseudo-sequence HLA-DQA10501-DQB10201. The binding affinity (normalized) is 0.186. (8) The peptide sequence is RKGVLFNIQYVNYWF. The binding affinity (normalized) is 0.308. The MHC is DRB1_0901 with pseudo-sequence DRB1_0901. (9) The peptide sequence is YDKFLANVSRVLTGK. The MHC is DRB1_1602 with pseudo-sequence DRB1_1602. The binding affinity (normalized) is 0.728. (10) The peptide sequence is DLGLLYTAKYPNLND. The binding affinity (normalized) is 0.386. The MHC is DRB1_0101 with pseudo-sequence DRB1_0101.